Dataset: Full USPTO retrosynthesis dataset with 1.9M reactions from patents (1976-2016). Task: Predict the reactants needed to synthesize the given product. (1) Given the product [F:19][C:18]([F:21])([F:20])[S:15]([O:1][CH2:2][C:3]([CH3:8])([CH3:7])[CH2:4][C:5]#[N:6])(=[O:17])=[O:16], predict the reactants needed to synthesize it. The reactants are: [OH:1][CH2:2][C:3]([CH3:8])([CH3:7])[CH2:4][C:5]#[N:6].N1C=CC=CC=1.[S:15](O[S:15]([C:18]([F:21])([F:20])[F:19])(=[O:17])=[O:16])([C:18]([F:21])([F:20])[F:19])(=[O:17])=[O:16]. (2) The reactants are: Br[C:2]1[CH:3]=[N:4][C:5]([N:8]2[C:16]3[C:11](=[CH:12][CH:13]=[C:14]([C:17]([N:19]4[CH2:24][CH2:23][O:22][CH2:21][CH2:20]4)=[O:18])[CH:15]=3)[C:10]([S:25][CH3:26])=[CH:9]2)=[N:6][CH:7]=1.[Cl:27][C:28]1[CH:33]=[CH:32][CH:31]=[CH:30][C:29]=1B(O)O. Given the product [Cl:27][C:28]1[CH:33]=[CH:32][CH:31]=[CH:30][C:29]=1[C:2]1[CH:3]=[N:4][C:5]([N:8]2[C:16]3[C:11](=[CH:12][CH:13]=[C:14]([C:17]([N:19]4[CH2:24][CH2:23][O:22][CH2:21][CH2:20]4)=[O:18])[CH:15]=3)[C:10]([S:25][CH3:26])=[CH:9]2)=[N:6][CH:7]=1, predict the reactants needed to synthesize it. (3) Given the product [CH:1]([C:4]1[CH:5]=[C:6]([NH:10][C:11]([C:13]2[CH:14]=[C:15]([N:19]3[CH2:28][C:27]4[CH:26]=[N:25][CH:24]=[C:23]([C:29]([OH:31])=[O:30])[C:22]=4[CH2:21][CH2:20]3)[CH:16]=[CH:17][CH:18]=2)=[O:12])[CH:7]=[CH:8][CH:9]=1)([CH3:3])[CH3:2], predict the reactants needed to synthesize it. The reactants are: [CH:1]([C:4]1[CH:5]=[C:6]([NH:10][C:11]([C:13]2[CH:14]=[C:15]([N:19]3[CH2:28][C:27]4[CH:26]=[N:25][CH:24]=[C:23]([C:29]([O:31]C)=[O:30])[C:22]=4[CH2:21][CH2:20]3)[CH:16]=[CH:17][CH:18]=2)=[O:12])[CH:7]=[CH:8][CH:9]=1)([CH3:3])[CH3:2].[OH-].[Na+].Cl.O. (4) Given the product [Cl:23][C:22]1[C:17]([C:15]([NH:14][C@@H:13]([C:9]2[CH:10]=[CH:11][CH:12]=[C:7]([C:4]#[N:5])[CH:8]=2)[C:28]2([OH:33])[CH2:29][CH2:30][CH2:31][CH2:32]2)=[O:16])=[N:18][CH:19]=[CH:20][C:21]=1[C:24]([F:27])([F:25])[F:26], predict the reactants needed to synthesize it. The reactants are: C([Zn][C:4]#[N:5])#N.Br[C:7]1[CH:8]=[C:9]([C@@H:13]([C:28]2([OH:33])[CH2:32][CH2:31][CH2:30][CH2:29]2)[NH:14][C:15]([C:17]2[C:22]([Cl:23])=[C:21]([C:24]([F:27])([F:26])[F:25])[CH:20]=[CH:19][N:18]=2)=[O:16])[CH:10]=[CH:11][CH:12]=1.O. (5) Given the product [Cl:22][C:6]1[CH:5]=[C:4]([C:23]2[CH:28]=[CH:27][C:26]([C:29]([N:31]3[CH2:36][CH2:35][CH:34]([C:37]([F:38])([F:40])[F:39])[CH2:33][CH2:32]3)=[O:30])=[CH:25][CH:24]=2)[CH:3]=[C:2]([Cl:1])[C:7]=1[CH2:8][C@@H:9]1[CH2:13][CH2:12][N:11]([C@H:14]2[CH2:19][CH2:18][C@H:17]([O:20][S:49]([CH3:48])(=[O:51])=[O:50])[CH2:16][CH2:15]2)[C:10]1=[O:21], predict the reactants needed to synthesize it. The reactants are: [Cl:1][C:2]1[CH:3]=[C:4]([C:23]2[CH:28]=[CH:27][C:26]([C:29]([N:31]3[CH2:36][CH2:35][CH:34]([C:37]([F:40])([F:39])[F:38])[CH2:33][CH2:32]3)=[O:30])=[CH:25][CH:24]=2)[CH:5]=[C:6]([Cl:22])[C:7]=1[CH2:8][C@@H:9]1[CH2:13][CH2:12][N:11]([C@H:14]2[CH2:19][CH2:18][C@H:17]([OH:20])[CH2:16][CH2:15]2)[C:10]1=[O:21].C(N(CC)CC)C.[CH3:48][S:49](O[S:49]([CH3:48])(=[O:51])=[O:50])(=[O:51])=[O:50]. (6) Given the product [OH:30][C:18]1[C:17]([CH2:16][CH:15]=[C:14]([CH3:37])[CH2:13][CH2:12][C:11]([NH:10][CH2:9][P:4](=[O:3])([OH:8])[OH:5])=[O:38])=[C:25]([O:26][CH3:27])[C:24]([CH3:28])=[C:23]2[C:19]=1[C:20](=[O:29])[O:21][CH2:22]2, predict the reactants needed to synthesize it. The reactants are: C([O:3][P:4]([CH2:9][NH:10][C:11](=[O:38])[CH2:12][CH2:13][C:14]([CH3:37])=[CH:15][CH2:16][C:17]1[C:18]([O:30]CC[Si](C)(C)C)=[C:19]2[C:23](=[C:24]([CH3:28])[C:25]=1[O:26][CH3:27])[CH2:22][O:21][C:20]2=[O:29])(=[O:8])[O:5]CC)C.C[Si](Br)(C)C.N1C(C)=CC=CC=1C. (7) The reactants are: [CH3:1][O:2][C:3]1[C:4](=[O:23])[C:5]([CH3:22])=[C:6]([CH2:12][C:13]2[CH:14]=[C:15](C=C[CH:21]=2)[C:16](O)=O)[C:7](=[O:11])[C:8]=1[O:9][CH3:10].[NH:24]1CCCCC1. Given the product [CH3:1][O:2][C:3]1[C:4](=[O:23])[C:5]([CH3:22])=[C:6]([CH2:12][CH:13]2[CH2:14][CH2:15][CH2:16][NH:24][CH2:21]2)[C:7](=[O:11])[C:8]=1[O:9][CH3:10], predict the reactants needed to synthesize it. (8) Given the product [CH2:11]([O:18][CH2:19][CH2:20][CH2:21][O:22][CH2:2][CH2:3][O:4][CH:5]1[CH2:10][CH2:9][CH2:8][CH2:7][O:6]1)[C:12]1[CH:17]=[CH:16][CH:15]=[CH:14][CH:13]=1, predict the reactants needed to synthesize it. The reactants are: Br[CH2:2][CH2:3][O:4][CH:5]1[CH2:10][CH2:9][CH2:8][CH2:7][O:6]1.[CH2:11]([O:18][CH2:19][CH2:20][CH2:21][OH:22])[C:12]1[CH:17]=[CH:16][CH:15]=[CH:14][CH:13]=1.[OH-].[Na+]. (9) Given the product [Cl:1][C:2]1[CH:24]=[CH:23][C:5]([C:6]([C:8]2[CH:9]=[C:10]3[C:15](=[CH:16][CH:17]=2)[N:14]([CH3:18])[C:13](=[O:19])[CH:12]=[C:11]3[C:20]([NH2:25])=[O:21])=[O:7])=[CH:4][CH:3]=1, predict the reactants needed to synthesize it. The reactants are: [Cl:1][C:2]1[CH:24]=[CH:23][C:5]([C:6]([C:8]2[CH:9]=[C:10]3[C:15](=[CH:16][CH:17]=2)[N:14]([CH3:18])[C:13](=[O:19])[CH:12]=[C:11]3[C:20](Cl)=[O:21])=[O:7])=[CH:4][CH:3]=1.[NH3:25].CC(O)C.O.C(OCC)C. (10) Given the product [CH2:1]([O:4][C:5]1[CH:12]=[CH:11][C:10]([Cl:13])=[CH:9][C:6]=1[CH:7]=[N:20][S:18]([C:15]([CH3:17])([CH3:16])[CH3:14])=[O:19])[CH:2]=[CH2:3], predict the reactants needed to synthesize it. The reactants are: [CH2:1]([O:4][C:5]1[CH:12]=[CH:11][C:10]([Cl:13])=[CH:9][C:6]=1[CH:7]=O)[CH:2]=[CH2:3].[CH3:14][C:15]([S:18]([NH2:20])=[O:19])([CH3:17])[CH3:16].